From a dataset of Full USPTO retrosynthesis dataset with 1.9M reactions from patents (1976-2016). Predict the reactants needed to synthesize the given product. (1) Given the product [CH2:17]([O:16][CH:15]([CH3:14])[CH2:40][CH2:35][C:34]1[C:30](=[O:29])[CH2:31][CH2:32][CH:33]=1)[C:13]1[CH:8]=[CH:7][CH:1]=[CH:2][CH:3]=1, predict the reactants needed to synthesize it. The reactants are: [CH2:1]([C:7]1CCC(=O)[CH:8]=1)[CH2:2][CH2:3]CC=C.[CH2:13]1[CH2:17][O:16][CH2:15][CH2:14]1.C(C(Br)CCC[O:29][CH2:30][CH2:31][CH2:32][CH:33](Br)[CH2:34][C:35]1[CH:40]=CC=CC=1)C1C=CC=CC=1.C(OC1CCC(=O)C=1)C. (2) Given the product [CH3:26][O:28][C:21](=[O:22])[CH2:23][CH2:24][O:13][C:10]1[CH:11]=[CH:12][C:7]([O:6][CH2:5][C:4]2[CH:14]=[CH:15][CH:16]=[C:2]([F:1])[CH:3]=2)=[CH:8][CH:9]=1, predict the reactants needed to synthesize it. The reactants are: [F:1][C:2]1[CH:3]=[C:4]([CH:14]=[CH:15][CH:16]=1)[CH2:5][O:6][C:7]1[CH:12]=[CH:11][C:10]([OH:13])=[CH:9][CH:8]=1.[C:21]1([CH:24]=[CH:23][C:21]([OH:22])=[CH:24][CH:23]=1)[OH:22].[Na].[C:26](O)(=[O:28])C. (3) Given the product [Br:13][C:14]1[CH:15]=[C:16]2[C:22]([CH:23]([C:25]3[C:26]([Cl:34])=[CH:27][CH:28]=[C:29]([F:12])[C:30]=3[O:31][CH3:32])[CH3:24])=[CH:21][NH:20][C:17]2=[N:18][CH:19]=1.[Cl:1][C:2]1[C:7]([CH:8]=[O:9])=[C:6]([O:10][CH3:11])[C:5]([F:12])=[CH:4][CH:3]=1, predict the reactants needed to synthesize it. The reactants are: [Cl:1][C:2]1[C:7]([CH:8]=[O:9])=[C:6]([O:10][CH3:11])[C:5]([F:12])=[CH:4][CH:3]=1.[Br:13][C:14]1[CH:15]=[C:16]2[C:22]([CH:23]([C:25]3[C:30]([O:31][CH3:32])=[CH:29][CH:28]=[C:27](F)[C:26]=3[Cl:34])[CH3:24])=[CH:21][NH:20][C:17]2=[N:18][CH:19]=1.ClC1C(F)=CC=C(OC)C=1C=O.ClC1C(C=O)=C(F)C(F)=CC=1.C[O-].[Na+]. (4) The reactants are: [CH:1]1([CH2:4][C:5](=O)/[C:6](/[C:11]2[CH:16]=[CH:15][N:14]=[C:13]([NH:17][C:18]3[CH:23]=[CH:22][N:21]=[CH:20][CH:19]=3)[N:12]=2)=[CH:7]\N(C)C)[CH2:3][CH2:2]1.[OH:25][C@@H:26]([CH3:32])[CH2:27][NH:28][C:29]([NH2:31])=[NH:30].C(=O)([O-])[O-].[K+].[K+]. Given the product [CH:1]1([CH2:4][C:5]2[C:6]([C:11]3[CH:16]=[CH:15][N:14]=[C:13]([NH:17][C:18]4[CH:23]=[CH:22][N:21]=[CH:20][CH:19]=4)[N:12]=3)=[CH:7][N:31]=[C:29]([NH:28][CH2:27][C@@H:26]([OH:25])[CH3:32])[N:30]=2)[CH2:3][CH2:2]1, predict the reactants needed to synthesize it. (5) Given the product [CH3:18][C:11]1([CH3:17])[CH2:12][C:13]([CH3:15])([CH3:16])[CH2:14][CH:9]([N:6]2[C:5](=[O:19])[C:4]3[CH:20]=[N:23][NH:2][C:3]=3[CH:8]=[N:7]2)[CH2:10]1, predict the reactants needed to synthesize it. The reactants are: C[N:2](C)[C:3]1[CH:8]=[N:7][N:6]([CH:9]2[CH2:14][C:13]([CH3:16])([CH3:15])[CH2:12][C:11]([CH3:18])([CH3:17])[CH2:10]2)[C:5](=[O:19])[C:4]=1[CH:20]=O.[NH2:23]N.O.